This data is from Forward reaction prediction with 1.9M reactions from USPTO patents (1976-2016). The task is: Predict the product of the given reaction. The product is: [Cl:1][C:2]1[CH:7]=[CH:6][CH:5]=[CH:4][C:3]=1[C:8]1[CH:19]=[C:18]2[C:14]([CH:15]=[C:16]([CH2:21][OH:22])[N:17]2[CH3:20])=[C:13]2[C:9]=1[C:10](=[O:24])[NH:11][C:12]2=[O:23]. Given the reactants [Cl:1][C:2]1[CH:7]=[CH:6][CH:5]=[CH:4][C:3]=1[C:8]1[CH:19]=[C:18]2[C:14]([CH:15]=[C:16]([CH:21]=[O:22])[N:17]2[CH3:20])=[C:13]2[C:9]=1[C:10](=[O:24])[NH:11][C:12]2=[O:23].[BH4-].[Na+].O, predict the reaction product.